From a dataset of Forward reaction prediction with 1.9M reactions from USPTO patents (1976-2016). Predict the product of the given reaction. (1) Given the reactants [N:1]1([CH2:6][C:7]([OH:9])=[O:8])[CH2:5][CH2:4][CH2:3][CH2:2]1.C(#N)C.[ClH:13], predict the reaction product. The product is: [ClH:13].[N:1]1([CH2:6][C:7]([OH:9])=[O:8])[CH2:5][CH2:4][CH2:3][CH2:2]1. (2) Given the reactants [CH2:1]1[C:6]2[C:7]([OH:33])=[CH:8][C:9]([OH:32])=[C:10]([C@@H:1]3[C:6]4[C:5](=[CH:10][C:9]([OH:32])=[CH:8][C:7]=4[OH:33])[O:4][C@H:3]([C:34]4[CH:39]=[CH:38][C:37]([OH:40])=[C:36]([OH:41])[CH:35]=4)[C@H:2]3[OH:42])[C:5]=2[O:4][C@H:3]([C:34]2[CH:39]=[CH:38][C:37]([OH:40])=[C:36]([OH:41])[CH:35]=2)[C@@H:2]1[OH:42].CO, predict the reaction product. The product is: [CH:39]1[C:34]([C@H:3]2[O:4][C:5]3[CH:10]=[C:9]([OH:32])[CH:8]=[C:7]([OH:33])[C:6]=3[CH2:1][C@H:2]2[OH:42])=[CH:35][C:36]([OH:41])=[C:37]([OH:40])[CH:38]=1.[CH2:1]1[C:6]2[C:5](=[CH:10][C:9]([OH:32])=[CH:8][C:7]=2[OH:33])[O:4][C@H:3]([C:34]2[CH:39]=[CH:38][C:37]([OH:40])=[C:36]([OH:41])[CH:35]=2)[C@H:2]1[OH:42]. (3) The product is: [C:20]([O:19][C:17]([N:13]1[CH2:14][CH2:15][CH2:16][CH:11]([CH2:10][NH2:9])[CH2:12]1)=[O:18])([CH3:23])([CH3:22])[CH3:21]. Given the reactants C(=O)C1C=CC=CC=1.[NH2:9][CH2:10][CH:11]1[CH2:16][CH2:15][CH2:14][NH:13][CH2:12]1.[C:17](O[C:17]([O:19][C:20]([CH3:23])([CH3:22])[CH3:21])=[O:18])([O:19][C:20]([CH3:23])([CH3:22])[CH3:21])=[O:18], predict the reaction product.